Dataset: Forward reaction prediction with 1.9M reactions from USPTO patents (1976-2016). Task: Predict the product of the given reaction. (1) Given the reactants [CH3:1][C:2]1[N:7]=[C:6]([C:8]([O:10]C)=[O:9])[C:5]([C:12]2[S:13][CH:14]=[C:15]([CH3:17])[N:16]=2)=[CH:4][CH:3]=1.[Li+:18].[OH-], predict the reaction product. The product is: [Li+:18].[CH3:1][C:2]1[N:7]=[C:6]([C:8]([O-:10])=[O:9])[C:5]([C:12]2[S:13][CH:14]=[C:15]([CH3:17])[N:16]=2)=[CH:4][CH:3]=1. (2) Given the reactants [CH2:1]([N:3]([CH2:14][CH2:15][NH:16][C:17]([C:19]1[C:32]2[C:23](=[N:24][C:25]3[C:30]([N:31]=2)=[CH:29][CH:28]=[C:27]([Sn](CCCC)(CCCC)CCCC)[CH:26]=3)[CH:22]=[CH:21][CH:20]=1)=[O:18])[CH2:4][CH2:5][O:6][C:7]1[C:8]([F:13])=[N:9][CH:10]=[CH:11][CH:12]=1)[CH3:2].[I:46]I.C(=O)([O-])[O-].[Na+].[Na+], predict the reaction product. The product is: [CH2:1]([N:3]([CH2:14][CH2:15][NH:16][C:17]([C:19]1[C:32]2[C:23](=[N:24][C:25]3[C:30]([N:31]=2)=[CH:29][CH:28]=[C:27]([I:46])[CH:26]=3)[CH:22]=[CH:21][CH:20]=1)=[O:18])[CH2:4][CH2:5][O:6][C:7]1[C:8]([F:13])=[N:9][CH:10]=[CH:11][CH:12]=1)[CH3:2]. (3) Given the reactants [NH:1]1[C:9]2[C:4](=[CH:5][CH:6]=[CH:7][CH:8]=2)[C:3]([CH2:10][CH2:11][N:12]2[C:20](=[O:21])[C:19]3[C:14](=[CH:15][CH:16]=[CH:17][CH:18]=3)[C:13]2=[O:22])=[CH:2]1.CCN(CC)CC.C(OCl)(C)(C)C.[CH3:36][C:37]([CH3:49])=[CH:38][CH2:39]B1C2CCCC1CCC2, predict the reaction product. The product is: [CH3:36][C:37]([C:2]1[NH:1][C:9]2[C:4]([C:3]=1[CH2:10][CH2:11][N:12]1[C:13](=[O:22])[C:14]3[C:19](=[CH:18][CH:17]=[CH:16][CH:15]=3)[C:20]1=[O:21])=[CH:5][CH:6]=[CH:7][CH:8]=2)([CH3:49])[CH:38]=[CH2:39]. (4) Given the reactants Cl[CH2:2][C:3]1[CH:8]=[CH:7][N:6]=[C:5]([Cl:9])[CH:4]=1.C(=O)([O-])[O-:11].[K+].[K+], predict the reaction product. The product is: [Cl:9][C:5]1[CH:4]=[C:3]([CH2:2][OH:11])[CH:8]=[CH:7][N:6]=1.